The task is: Predict the product of the given reaction.. This data is from Forward reaction prediction with 1.9M reactions from USPTO patents (1976-2016). (1) The product is: [CH3:1][C:2]1[CH:3]=[N:4][C:5]([CH2:11][S+:12]([O-:24])[C:13]2[N-:14][C:15]3[CH:16]=[CH:17][C:18]([O:22][CH3:23])=[CH:19][C:20]=3[N:21]=2)=[C:6]([CH3:10])[C:7]=1[O:8][CH3:9].[K+:26]. Given the reactants [CH3:1][C:2]1[CH:3]=[N:4][C:5]([CH2:11][S+:12]([O-:24])[C:13]2[NH:14][C:15]3[CH:16]=[CH:17][C:18]([O:22][CH3:23])=[CH:19][C:20]=3[N:21]=2)=[C:6]([CH3:10])[C:7]=1[O:8][CH3:9].[OH-].[K+:26], predict the reaction product. (2) Given the reactants [Cl:1][C:2]1[C:25]([F:26])=[CH:24][CH:23]=[C:22]([F:27])[C:3]=1[CH2:4][N:5]1[CH2:10][CH2:9][NH:8][C:7]2[N:11]=[CH:12][C:13]([C:15]3[CH:20]=[CH:19][N:18]=[C:17](Cl)[CH:16]=3)=[CH:14][C:6]1=2.[CH3:28][N:29]1[CH2:34][CH2:33][N:32](C2C=C(B3OC(C)(C)C(C)(C)O3)C=CN=2)[CH2:31][CH2:30]1, predict the reaction product. The product is: [Cl:1][C:2]1[C:25]([F:26])=[CH:24][CH:23]=[C:22]([F:27])[C:3]=1[CH2:4][N:5]1[CH2:10][CH2:9][NH:8][C:7]2[N:11]=[CH:12][C:13]([C:15]3[CH:20]=[CH:19][N:18]=[C:17]([N:32]4[CH2:33][CH2:34][N:29]([CH3:28])[CH2:30][CH2:31]4)[CH:16]=3)=[CH:14][C:6]1=2. (3) Given the reactants [F:1][CH2:2][CH2:3][N:4]1[CH2:9][CH2:8][N:7]([C:10]2[CH:15]=[CH:14][C:13]([C:16]3[NH:17][C:18]4[C:23]([N:24]=3)=[C:22]([C:25]3[CH:26]=[CH:27][C:28]([O:33][CH:34]5[CH2:39][CH2:38][NH:37][CH2:36][CH2:35]5)=[C:29]([CH:32]=3)[C:30]#[N:31])[N:21]=[CH:20][N:19]=4)=[CH:12][CH:11]=2)[CH2:6][CH:5]1[CH3:40].[OH:41][CH2:42][C:43](O)=[O:44].CCN(C(C)C)C(C)C.CN(C(ON1N=NC2C=CC=NC1=2)=[N+](C)C)C.F[P-](F)(F)(F)(F)F, predict the reaction product. The product is: [F:1][CH2:2][CH2:3][N:4]1[CH2:9][CH2:8][N:7]([C:10]2[CH:15]=[CH:14][C:13]([C:16]3[NH:17][C:18]4[C:23]([N:24]=3)=[C:22]([C:25]3[CH:26]=[CH:27][C:28]([O:33][CH:34]5[CH2:39][CH2:38][N:37]([C:42](=[O:41])[CH2:43][OH:44])[CH2:36][CH2:35]5)=[C:29]([CH:32]=3)[C:30]#[N:31])[N:21]=[CH:20][N:19]=4)=[CH:12][CH:11]=2)[CH2:6][CH:5]1[CH3:40]. (4) Given the reactants Br[C:2]1[CH:3]=[C:4]([C:16]([NH:18][CH2:19][C:20]2[C:21](=[O:28])[NH:22][C:23]([CH3:27])=[CH:24][C:25]=2[CH3:26])=[O:17])[C:5]2[CH:6]=[N:7][N:8]([CH:11]3[CH2:15][CH2:14][CH2:13][CH2:12]3)[C:9]=2[CH:10]=1.CC1(C)C(C)(C)OB([C:37]2[CH:38]=[CH:39][C:40]([CH:43]=[O:44])=[N:41][CH:42]=2)O1.C([O-])([O-])=O.[Na+].[Na+], predict the reaction product. The product is: [CH:11]1([N:8]2[C:9]3[CH:10]=[C:2]([C:37]4[CH:42]=[N:41][C:40]([CH:43]=[O:44])=[CH:39][CH:38]=4)[CH:3]=[C:4]([C:16]([NH:18][CH2:19][C:20]4[C:21](=[O:28])[NH:22][C:23]([CH3:27])=[CH:24][C:25]=4[CH3:26])=[O:17])[C:5]=3[CH:6]=[N:7]2)[CH2:15][CH2:14][CH2:13][CH2:12]1. (5) Given the reactants Cl[C:2]1[CH:3]=[CH:4][C:5]2[N:11]3[CH2:12][C@H:8]([CH2:9][CH2:10]3)[N:7]([C:13]([NH:15][C:16]3[CH:21]=[N:20][CH:19]=[CH:18][N:17]=3)=[O:14])[C:6]=2[N:22]=1.[NH:23]1[CH2:28][CH2:27][O:26][CH2:25][CH2:24]1.C([O-])([O-])=O.[Cs+].[Cs+].CC(C1C=C(C(C)C)C(C2C=CC=CC=2P(C2CCCCC2)C2CCCCC2)=C(C(C)C)C=1)C, predict the reaction product. The product is: [O:26]1[CH2:27][CH2:28][N:23]([C:2]2[CH:3]=[CH:4][C:5]3[N:11]4[CH2:12][C@H:8]([CH2:9][CH2:10]4)[N:7]([C:13]([NH:15][C:16]4[CH:21]=[N:20][CH:19]=[CH:18][N:17]=4)=[O:14])[C:6]=3[N:22]=2)[CH2:24][CH2:25]1.